This data is from Forward reaction prediction with 1.9M reactions from USPTO patents (1976-2016). The task is: Predict the product of the given reaction. (1) Given the reactants [Br:1][C:2]1[CH:3]=[N:4][C:5]2[N:6]([N:8]=[C:9]([C:11]([OH:13])=O)[CH:10]=2)[CH:7]=1.[CH3:14][CH:15]1[C:24]2[C:19](=[CH:20][CH:21]=[C:22]([C:25]([N:27]3[CH2:32][CH2:31][O:30][CH2:29][CH2:28]3)=[O:26])[CH:23]=2)[CH2:18][CH2:17][NH:16]1, predict the reaction product. The product is: [Br:1][C:2]1[CH:3]=[N:4][C:5]2[N:6]([N:8]=[C:9]([C:11]([N:16]3[CH2:17][CH2:18][C:19]4[C:24](=[CH:23][C:22]([C:25]([N:27]5[CH2:32][CH2:31][O:30][CH2:29][CH2:28]5)=[O:26])=[CH:21][CH:20]=4)[CH:15]3[CH3:14])=[O:13])[CH:10]=2)[CH:7]=1. (2) Given the reactants [OH:1][CH:2]([C:18]1[CH:23]=[CH:22][CH:21]=[CH:20][CH:19]=1)[CH:3]([CH2:7][C:8]1[CH:13]=[CH:12][C:11]([C:14]([F:17])([F:16])[F:15])=[CH:10][CH:9]=1)C(O)=O.C1(P(N=[N+]=[N-])(C2C=CC=CC=2)=O)C=CC=CC=1.C([N:43]([CH2:46]C)CC)C.[OH2:48], predict the reaction product. The product is: [C:18]1([CH:2]2[O:1][C:46](=[O:48])[NH:43][CH:3]2[CH2:7][C:8]2[CH:13]=[CH:12][C:11]([C:14]([F:15])([F:16])[F:17])=[CH:10][CH:9]=2)[CH:23]=[CH:22][CH:21]=[CH:20][CH:19]=1. (3) Given the reactants [F:1][C:2]1[CH:7]=[CH:6][C:5](/[CH:8]=[CH:9]/[C:10]2[O:11][CH:12]=[C:13]([CH2:15]Cl)[N:14]=2)=[CH:4][CH:3]=1.[CH3:17][S:18]([CH2:21][C:22]1[N:23]([CH2:27][CH2:28][CH2:29][CH2:30][C:31]2[CH:36]=[CH:35][C:34]([OH:37])=[CH:33][CH:32]=2)[CH:24]=[CH:25][N:26]=1)(=[O:20])=[O:19].[H-].[Na+], predict the reaction product. The product is: [F:1][C:2]1[CH:7]=[CH:6][C:5](/[CH:8]=[CH:9]/[C:10]2[O:11][CH:12]=[C:13]([CH2:15][O:37][C:34]3[CH:33]=[CH:32][C:31]([CH2:30][CH2:29][CH2:28][CH2:27][N:23]4[CH:24]=[CH:25][N:26]=[C:22]4[CH2:21][S:18]([CH3:17])(=[O:20])=[O:19])=[CH:36][CH:35]=3)[N:14]=2)=[CH:4][CH:3]=1. (4) Given the reactants [NH2:1][C:2]1[CH:3]=[CH:4][C:5]([O:18][CH3:19])=[C:6]([NH:8][C:9]([NH:11][C:12]2[CH:17]=[N:16][CH:15]=[CH:14][N:13]=2)=[O:10])[CH:7]=1.[CH3:20][S:21](Cl)(=[O:23])=[O:22], predict the reaction product. The product is: [CH3:19][O:18][C:5]1[CH:4]=[CH:3][C:2]([NH:1][S:21]([CH3:20])(=[O:23])=[O:22])=[CH:7][C:6]=1[NH:8][C:9]([NH:11][C:12]1[CH:17]=[N:16][CH:15]=[CH:14][N:13]=1)=[O:10]. (5) Given the reactants [CH:1](=O)[C:2]1[CH:7]=[CH:6][CH:5]=[CH:4][CH:3]=1.[NH2:9][C:10]1[CH:15]=[CH:14][C:13]([C:16]([OH:26])([CH3:25])[CH2:17][NH:18][S:19]([CH:22]([CH3:24])[CH3:23])(=[O:21])=[O:20])=[CH:12][CH:11]=1.[BH4-].[Na+], predict the reaction product. The product is: [OH:26][C:16]([C:13]1[CH:12]=[CH:11][C:10]([NH:9][CH2:1][C:2]2[CH:7]=[CH:6][CH:5]=[CH:4][CH:3]=2)=[CH:15][CH:14]=1)([CH3:25])[CH2:17][NH:18][S:19]([CH:22]([CH3:23])[CH3:24])(=[O:21])=[O:20].